This data is from Forward reaction prediction with 1.9M reactions from USPTO patents (1976-2016). The task is: Predict the product of the given reaction. (1) Given the reactants [C:1]([O:11][C:12]([CH3:15])([CH3:14])[CH3:13])(=[O:10])[CH2:2][C:3]([O:5][C:6]([CH3:9])([CH3:8])[CH3:7])=[O:4].[H-].[Na+].F[C:19]1[CH:24]=[CH:23][C:22]([CH3:25])=[CH:21][C:20]=1[N+:26]([O-:28])=[O:27], predict the reaction product. The product is: [CH3:25][C:22]1[CH:23]=[CH:24][C:19]([CH:2]([C:3]([O:5][C:6]([CH3:7])([CH3:8])[CH3:9])=[O:4])[C:1]([O:11][C:12]([CH3:15])([CH3:14])[CH3:13])=[O:10])=[C:20]([N+:26]([O-:28])=[O:27])[CH:21]=1. (2) Given the reactants [CH:1]1(/[C:5](/[C:37]2[CH:42]=[CH:41][CH:40]=[CH:39][CH:38]=2)=[C:6](\[C:21]2[CH:22]=[C:23]3[C:27](=[CH:28][CH:29]=2)[N:26]([CH:30]2[CH2:35][CH2:34][CH2:33][CH2:32][O:31]2)[N:25]=[C:24]3[F:36])/[C:7]2[CH:12]=[CH:11][C:10](/[CH:13]=[CH:14]/[C:15]#[C:16][Si](C)(C)C)=[CH:9][CH:8]=2)[CH2:4][CH2:3][CH2:2]1.C([O-])([O-])=O.[K+].[K+], predict the reaction product. The product is: [CH:13](/[C:10]1[CH:9]=[CH:8][C:7](/[C:6](/[C:21]2[CH:22]=[C:23]3[C:27](=[CH:28][CH:29]=2)[N:26]([CH:30]2[CH2:35][CH2:34][CH2:33][CH2:32][O:31]2)[N:25]=[C:24]3[F:36])=[C:5](/[CH:1]2[CH2:4][CH2:3][CH2:2]2)\[C:37]2[CH:38]=[CH:39][CH:40]=[CH:41][CH:42]=2)=[CH:12][CH:11]=1)=[CH:14]\[C:15]#[CH:16]. (3) Given the reactants [F:1][C:2]1[CH:10]=[CH:9][C:8]([C:11]([F:14])([F:13])[F:12])=[CH:7][C:3]=1[C:4]([OH:6])=O.[C:15]([O:19][C:20](=[O:23])[CH2:21][NH2:22])([CH3:18])([CH3:17])[CH3:16].CN([P+](ON1N=NC2C=CC=CC1=2)(N(C)C)N(C)C)C.F[P-](F)(F)(F)(F)F.CN1CCOCC1, predict the reaction product. The product is: [F:1][C:2]1[CH:10]=[CH:9][C:8]([C:11]([F:14])([F:13])[F:12])=[CH:7][C:3]=1[C:4]([NH:22][CH2:21][C:20]([O:19][C:15]([CH3:18])([CH3:17])[CH3:16])=[O:23])=[O:6]. (4) Given the reactants [Br:1][C:2]1[CH:16]=[CH:15][C:5]([CH2:6][NH:7][CH2:8][C:9]([NH:11][CH:12]2[CH2:14][CH2:13]2)=[O:10])=[CH:4][CH:3]=1.[C:17](N1C=CN=C1)(N1C=CN=C1)=[O:18].C(=O)(O)[O-].[Na+], predict the reaction product. The product is: [Br:1][C:2]1[CH:3]=[CH:4][C:5]([CH2:6][N:7]2[CH2:8][C:9](=[O:10])[N:11]([CH:12]3[CH2:13][CH2:14]3)[C:17]2=[O:18])=[CH:15][CH:16]=1. (5) Given the reactants [NH:1]1[C:9]2[CH2:8][CH2:7][CH2:6][C:5](=[O:10])[C:4]=2[CH:3]=[CH:2]1.[H-].[Na+].[C:13]1([S:19](Cl)(=[O:21])=[O:20])[CH:18]=[CH:17][CH:16]=[CH:15][CH:14]=1, predict the reaction product. The product is: [C:13]1([S:19]([N:1]2[C:9]3[CH2:8][CH2:7][CH2:6][C:5](=[O:10])[C:4]=3[CH:3]=[CH:2]2)(=[O:21])=[O:20])[CH:18]=[CH:17][CH:16]=[CH:15][CH:14]=1. (6) Given the reactants [C:1]([C:3]1[C:4]([NH:17][CH2:18][CH2:19][CH3:20])=[N:5][C:6]([NH:9][C:10]2[CH:15]=[CH:14][CH:13]=[C:12]([F:16])[CH:11]=2)=[N:7][CH:8]=1)#[CH:2].[C:21]([O:25][C:26](=[O:33])[NH:27][CH2:28][CH2:29][N:30]=[N+:31]=[N-:32])([CH3:24])([CH3:23])[CH3:22].C(O)(C)(C)C.O=C1O[C@H]([C@H](CO)O)C([O-])=C1O.[Na+], predict the reaction product. The product is: [F:16][C:12]1[CH:11]=[C:10]([NH:9][C:6]2[N:5]=[C:4]([NH:17][CH2:18][CH2:19][CH3:20])[C:3]([C:1]3[N:32]=[N:31][N:30]([CH2:29][CH2:28][NH:27][C:26](=[O:33])[O:25][C:21]([CH3:23])([CH3:22])[CH3:24])[CH:2]=3)=[CH:8][N:7]=2)[CH:15]=[CH:14][CH:13]=1.